Dataset: Forward reaction prediction with 1.9M reactions from USPTO patents (1976-2016). Task: Predict the product of the given reaction. (1) The product is: [CH:11]1([C:16]2[CH:17]=[C:18]([OH:19])[N:1]([C:3]3[CH:8]=[C:7]([C:9]#[N:10])[CH:6]=[CH:5][N:4]=3)[N:2]=2)[CH2:15][CH2:14][CH2:13][CH2:12]1. Given the reactants [NH:1]([C:3]1[CH:8]=[C:7]([C:9]#[N:10])[CH:6]=[CH:5][N:4]=1)[NH2:2].[CH:11]1([C:16](=O)[CH2:17][C:18](OCC)=[O:19])[CH2:15][CH2:14][CH2:13][CH2:12]1, predict the reaction product. (2) Given the reactants C([O:8][C:9](=[O:35])[C@@H:10]([NH:20][C:21](=[O:34])[C@@H:22]([NH:24][S:25]([C:28]1[CH:33]=[CH:32][CH:31]=[CH:30][CH:29]=1)(=[O:27])=[O:26])[CH3:23])[CH2:11][C:12]1[CH:17]=[CH:16][C:15]([O:18][CH3:19])=[CH:14][CH:13]=1)C1C=CC=CC=1, predict the reaction product. The product is: [C:28]1([S:25]([NH:24][C@@H:22]([CH3:23])[C:21]([NH:20][C@@H:10]([CH2:11][C:12]2[CH:13]=[CH:14][C:15]([O:18][CH3:19])=[CH:16][CH:17]=2)[C:9]([OH:35])=[O:8])=[O:34])(=[O:27])=[O:26])[CH:29]=[CH:30][CH:31]=[CH:32][CH:33]=1. (3) Given the reactants [H-].[Al+3].[Li+].[H-].[H-].[H-].[NH2:7][C:8]([C:15]1[N:20]=[CH:19][CH:18]=[CH:17][N:16]=1)([CH3:14])[C:9](OCC)=[O:10].O.[OH-].[Na+], predict the reaction product. The product is: [NH2:7][C:8]([C:15]1[N:16]=[CH:17][CH:18]=[CH:19][N:20]=1)([CH3:14])[CH2:9][OH:10]. (4) Given the reactants [C:1]1([CH2:7][CH2:8][CH2:9][CH2:10][CH2:11][CH2:12][CH2:13][CH2:14][S:15][C:16]2[NH:21][C:20](=[O:22])[C:19]([CH2:23][C:24]3[CH:29]=[CH:28][N:27]=[C:26]([O:30]C)[CH:25]=3)=[CH:18][N:17]=2)[CH:6]=[CH:5][CH:4]=[CH:3][CH:2]=1.Cl[Si](C)(C)C.[I-].[Na+], predict the reaction product. The product is: [C:1]1([CH2:7][CH2:8][CH2:9][CH2:10][CH2:11][CH2:12][CH2:13][CH2:14][S:15][C:16]2[NH:21][C:20](=[O:22])[C:19]([CH2:23][C:24]3[CH:29]=[CH:28][NH:27][C:26](=[O:30])[CH:25]=3)=[CH:18][N:17]=2)[CH:2]=[CH:3][CH:4]=[CH:5][CH:6]=1. (5) The product is: [Br:1][C:2]1[CH:3]=[C:4]2[C:8](=[CH:9][CH:10]=1)[NH:7][C:6](=[O:11])[C:5]12[CH2:13][CH:12]1[C:14]1[N:18]=[N:17][N:16]([CH3:20])[N:15]=1. Given the reactants [Br:1][C:2]1[CH:3]=[C:4]2[C:8](=[CH:9][CH:10]=1)[NH:7][C:6](=[O:11])[C:5]12[CH2:13][CH:12]1[C:14]1[NH:18][N:17]=[N:16][N:15]=1.I[CH3:20].[OH-].[Na+], predict the reaction product. (6) Given the reactants [NH2:1][C:2]1[C:7]([NH2:8])=[CH:6][CH:5]=[CH:4][N:3]=1.[C:9]([CH2:11][C:12](OCC)=O)#[N:10].C(OCC)C.C, predict the reaction product. The product is: [N:8]1[C:7]2[C:2](=[N:3][CH:4]=[CH:5][CH:6]=2)[NH:1][C:12]=1[CH2:11][C:9]#[N:10]. (7) Given the reactants [CH3:1][O:2][C:3]1[CH:4]=[C:5]2[C:10](=[CH:11][C:12]=1[O:13][CH3:14])[C:9]([CH3:15])=[N:8][CH2:7][CH2:6]2.Br[C:17]1[CH:22]=[CH:21][CH:20]=[C:19]([CH3:23])[C:18]=1[O:24][C:25]([F:28])([F:27])[F:26], predict the reaction product. The product is: [CH3:1][O:2][C:3]1[CH:4]=[C:5]2[C:10](=[CH:11][C:12]=1[O:13][CH3:14])[C@H:9]([CH2:15][CH2:23][C:19]1[CH:20]=[CH:21][CH:22]=[CH:17][C:18]=1[O:24][C:25]([F:26])([F:27])[F:28])[NH:8][CH2:7][CH2:6]2. (8) The product is: [C:1](=[O:24])([O:2][C:3]1[C:4]([CH:27]=[CH2:28])=[C:5]([CH3:17])[N:6]=[C:7]([CH3:16])[C:8]=1[CH2:9][CH2:10][CH2:11][CH2:12][CH2:13][CH2:14][CH3:15])[O:19][C:20]([CH3:23])([CH3:22])[CH3:21]. Given the reactants [C:1](=[O:24])([O:19][C:20]([CH3:23])([CH3:22])[CH3:21])[O:2][C:3]1[C:8]([CH2:9][CH2:10][CH2:11][CH2:12][CH2:13][CH2:14][CH3:15])=[C:7]([CH3:16])[N:6]=[C:5]([CH3:17])[C:4]=1I.[Cl-].[Li+].[CH2:27]([Sn](CCCC)(CCCC)C=C)[CH2:28]CC, predict the reaction product. (9) Given the reactants Br[C:2]1[CH:7]=[C:6]([N+:8]([O-:10])=[O:9])[CH:5]=[CH:4][C:3]=1[CH3:11].B1([C:18]2[CH:23]=[CH:22][CH:21]=[N:20][CH:19]=2)OCCCO1.C([O-])([O-])=O.[Na+].[Na+], predict the reaction product. The product is: [CH3:11][C:3]1[CH:4]=[CH:5][C:6]([N+:8]([O-:10])=[O:9])=[CH:7][C:2]=1[C:18]1[CH:19]=[N:20][CH:21]=[CH:22][CH:23]=1.